Task: Predict the reactants needed to synthesize the given product.. Dataset: Full USPTO retrosynthesis dataset with 1.9M reactions from patents (1976-2016) (1) Given the product [N:10]1[CH:11]=[CH:12][CH:13]=[N:14][C:9]=1[C:6]1[CH:7]=[CH:8][C:3]([OH:2])=[CH:4][CH:5]=1, predict the reactants needed to synthesize it. The reactants are: C[O:2][C:3]1[CH:8]=[CH:7][C:6]([C:9]2[N:14]=[CH:13][CH:12]=[CH:11][N:10]=2)=[CH:5][CH:4]=1.B(Br)(Br)Br. (2) Given the product [OH:32][C:31]1[CH:2]=[CH:3][C:4]2[N:8]=[CH:7][N:6]([C:9]3[S:13][C:12]([C:14]([O:16][CH3:17])=[O:15])=[C:11]([O:18][CH2:19][C:20]4[CH:25]=[CH:24][CH:23]=[CH:22][C:21]=4[C:26]([F:27])([F:29])[F:28])[CH:10]=3)[C:5]=2[CH:30]=1, predict the reactants needed to synthesize it. The reactants are: O[C:2]1[C:31]([O:32]C)=[CH:30][C:5]2[N:6]([C:9]3[S:13][C:12]([C:14]([O:16][CH3:17])=[O:15])=[C:11]([O:18][CH2:19][C:20]4[CH:25]=[CH:24][CH:23]=[CH:22][C:21]=4[C:26]([F:29])([F:28])[F:27])[CH:10]=3)[CH:7]=[N:8][C:4]=2[CH:3]=1.CC([Si](C1C=CC=CC=1)(C1C=CC=CC=1)OC1C=CC2N=CN(C3SC(C(OC)=O)=C(OCC4C=CC=CC=4C(F)(F)F)C=3)C=2C=1)(C)C.[F-].C([N+](CCCC)(CCCC)CCCC)CCC. (3) The reactants are: C(O)(=O)C.[N+:5](/[CH:8]=[CH:9]/[C:10]1[CH:15]=[CH:14][C:13]([NH:16][C:17]2[CH:22]=[CH:21][CH:20]=[CH:19][CH:18]=2)=[CH:12][CH:11]=1)([O-:7])=[O:6].[BH4-].[Na+]. Given the product [N+:5]([CH2:8][CH2:9][C:10]1[CH:15]=[CH:14][C:13]([NH:16][C:17]2[CH:22]=[CH:21][CH:20]=[CH:19][CH:18]=2)=[CH:12][CH:11]=1)([O-:7])=[O:6], predict the reactants needed to synthesize it. (4) Given the product [Cl:50][C:4]1[CH:5]=[CH:6][C:1]([N:7]2[C:36](=[O:38])[C:25]3[S:26][CH:27]=[C:28]([C:29]4[CH:34]=[CH:33][CH:32]=[CH:31][C:30]=4[CH3:35])[C:24]=3[N:23]=[CH:12]2)=[CH:2][CH:3]=1, predict the reactants needed to synthesize it. The reactants are: [C:1]1([N:7]2[C:12](=O)C3SC=C(C4C=CC=CC=4)C=3N=C2)[CH:6]=[CH:5][CH:4]=[CH:3][CH:2]=1.[NH2:23][C:24]1[C:28]([C:29]2[CH:34]=[CH:33][CH:32]=[CH:31][C:30]=2[CH3:35])=[CH:27][S:26][C:25]=1[C:36]([O:38]C)=O.C(OCC)(OCC)OCC.[Cl:50]C1C=CC(N)=CC=1. (5) Given the product [CH:31]1([N:11]2[C:12]3[C:17](=[CH:16][C:15]([C:19]([N:21]4[CH2:22][CH2:23][N:24]([CH:27]([CH3:28])[CH3:29])[CH2:25][CH2:26]4)=[O:20])=[CH:14][CH:13]=3)[CH:18]=[C:10]2[C:8]([N:5]2[CH2:6][CH2:7][C:2]([F:1])([F:30])[CH2:3][CH2:4]2)=[O:9])[CH2:33][CH2:32]1, predict the reactants needed to synthesize it. The reactants are: [F:1][C:2]1([F:30])[CH2:7][CH2:6][N:5]([C:8]([C:10]2[NH:11][C:12]3[C:17]([CH:18]=2)=[CH:16][C:15]([C:19]([N:21]2[CH2:26][CH2:25][N:24]([CH:27]([CH3:29])[CH3:28])[CH2:23][CH2:22]2)=[O:20])=[CH:14][CH:13]=3)=[O:9])[CH2:4][CH2:3]1.[CH:31]1(B(O)O)[CH2:33][CH2:32]1.N1C=CC=CC=1. (6) Given the product [CH3:1][O:2][C:3](=[O:19])[CH:4]([P:5]([O:7][CH2:8][C:9]([F:12])([F:10])[F:11])([O:13][CH2:14][C:15]([F:18])([F:16])[F:17])=[O:6])[CH2:31][C:32]([CH3:55])=[CH:33][CH2:34][C:35]1[C:43]([O:44][CH2:45][CH2:46][Si:47]([CH3:50])([CH3:48])[CH3:49])=[C:42]2[C:38](=[C:37]([CH3:52])[C:36]=1[O:53][CH3:54])[CH2:39][O:40][C:41]2=[O:51], predict the reactants needed to synthesize it. The reactants are: [CH3:1][O:2][C:3](=[O:19])[CH2:4][P:5]([O:13][CH2:14][C:15]([F:18])([F:17])[F:16])([O:7][CH2:8][C:9]([F:12])([F:11])[F:10])=[O:6].C[Si]([N-][Si](C)(C)C)(C)C.[Na+].Br[CH2:31][C:32]([CH3:55])=[CH:33][CH2:34][C:35]1[C:43]([O:44][CH2:45][CH2:46][Si:47]([CH3:50])([CH3:49])[CH3:48])=[C:42]2[C:38]([CH2:39][O:40][C:41]2=[O:51])=[C:37]([CH3:52])[C:36]=1[O:53][CH3:54].[Cl-].[NH4+]. (7) Given the product [Cl:8][C:7]1[C:2]([NH:1][CH2:25][C:24]2[CH:27]=[CH:28][C:29]([O:31][CH3:32])=[CH:30][C:23]=2[O:22][CH3:21])=[C:3]([CH:9]([C:11]2[CH:16]=[CH:15][CH:14]=[C:13]([O:17][CH3:18])[C:12]=2[O:19][CH3:20])[OH:10])[CH:4]=[CH:5][CH:6]=1, predict the reactants needed to synthesize it. The reactants are: [NH2:1][C:2]1[C:7]([Cl:8])=[CH:6][CH:5]=[CH:4][C:3]=1[CH:9]([C:11]1[CH:16]=[CH:15][CH:14]=[C:13]([O:17][CH3:18])[C:12]=1[O:19][CH3:20])[OH:10].[CH3:21][O:22][C:23]1[CH:30]=[C:29]([O:31][CH3:32])[CH:28]=[CH:27][C:24]=1[CH:25]=O.[BH4-].[Na+]. (8) Given the product [F:1][C:2]1[C:7]([O:8][CH2:9][C:10]2[O:14][N:13]=[C:12]([C:15]3[CH:20]=[CH:19][C:18]([OH:21])=[CH:17][CH:16]=3)[N:11]=2)=[CH:6][CH:5]=[C:4]([F:23])[C:3]=1[C:24]([NH2:26])=[O:25], predict the reactants needed to synthesize it. The reactants are: [F:1][C:2]1[C:7]([O:8][CH2:9][C:10]2[O:14][N:13]=[C:12]([C:15]3[CH:20]=[CH:19][C:18]([O:21]C)=[CH:17][CH:16]=3)[N:11]=2)=[CH:6][CH:5]=[C:4]([F:23])[C:3]=1[C:24]([NH2:26])=[O:25].O.